Dataset: Full USPTO retrosynthesis dataset with 1.9M reactions from patents (1976-2016). Task: Predict the reactants needed to synthesize the given product. (1) Given the product [Br:42][C:43]1[CH:44]=[CH:45][C:46]2[O:55][CH2:54][CH2:53][C:52]3[C:48](=[N:49][N:50]([C:30]4[N:34]([C:35]5[CH:40]=[CH:39][CH:38]=[CH:37][C:36]=5[Cl:41])[N:33]=[CH:32][N:31]=4)[CH:51]=3)[C:47]=2[CH:56]=1, predict the reactants needed to synthesize it. The reactants are: BrC1C=CC2C3C(CCOC=2C=1)=CN(C1N(C2C=CC(F)=CC=2F)N=CN=1)N=3.Cl[C:30]1[N:34]([C:35]2[CH:40]=[CH:39][CH:38]=[CH:37][C:36]=2[Cl:41])[N:33]=[CH:32][N:31]=1.[Br:42][C:43]1[CH:44]=[CH:45][C:46]2[O:55][CH2:54][CH2:53][C:52]3[C:48](=[N:49][NH:50][CH:51]=3)[C:47]=2[CH:56]=1.C(Cl)Cl. (2) Given the product [CH2:1]([O:8][C:9]1[CH:44]=[CH:43][C:12]([C:13]([O:15][C:16]2[CH:21]=[CH:20][C:19]([CH2:22][N:23]([CH2:35][C:36]([O:38][C:39]([CH3:42])([CH3:41])[CH3:40])=[O:37])[C:24](=[O:34])[C:25]3[CH:26]=[CH:27][C:28]([NH2:31])=[CH:29][CH:30]=3)=[CH:18][CH:17]=2)=[O:14])=[CH:11][CH:10]=1)[CH2:2][CH2:3][CH2:4][CH2:5][CH2:6][CH3:7], predict the reactants needed to synthesize it. The reactants are: [CH2:1]([O:8][C:9]1[CH:44]=[CH:43][C:12]([C:13]([O:15][C:16]2[CH:21]=[CH:20][C:19]([CH2:22][N:23]([CH2:35][C:36]([O:38][C:39]([CH3:42])([CH3:41])[CH3:40])=[O:37])[C:24](=[O:34])[C:25]3[CH:30]=[CH:29][C:28]([N+:31]([O-])=O)=[CH:27][CH:26]=3)=[CH:18][CH:17]=2)=[O:14])=[CH:11][CH:10]=1)[CH2:2][CH2:3][CH2:4][CH2:5][CH2:6][CH3:7]. (3) Given the product [I:19][C:13]1[CH:14]=[C:15]2[C:10](=[CH:11][CH:12]=1)[N:9]=[CH:8][C:7]([C:5]1[O:6][C:2]([CH3:20])=[CH:3][N:4]=1)=[C:16]2[O:17][CH3:18], predict the reactants needed to synthesize it. The reactants are: O=[C:2]([CH3:20])[CH2:3][NH:4][C:5]([C:7]1[CH:8]=[N:9][C:10]2[C:15]([C:16]=1[O:17][CH3:18])=[CH:14][C:13]([I:19])=[CH:12][CH:11]=2)=[O:6].[OH-].COC(NS([N+](CC)(CC)CC)(=O)=O)=O.